The task is: Predict which catalyst facilitates the given reaction.. This data is from Catalyst prediction with 721,799 reactions and 888 catalyst types from USPTO. (1) Reactant: [C:1]1([C:19]2[CH:24]=[CH:23][CH:22]=[CH:21][CH:20]=2)[CH:6]=[CH:5][C:4]([C:7]2[CH:8]=[C:9]([N+:16]([O-:18])=[O:17])[CH:10]=[C:11]3[C:15]=2[NH:14][CH:13]=[CH:12]3)=[CH:3][CH:2]=1.[CH3:25]I.[H-].[Na+].O. Product: [C:1]1([C:19]2[CH:24]=[CH:23][CH:22]=[CH:21][CH:20]=2)[CH:6]=[CH:5][C:4]([C:7]2[CH:8]=[C:9]([N+:16]([O-:18])=[O:17])[CH:10]=[C:11]3[C:15]=2[N:14]([CH3:25])[CH:13]=[CH:12]3)=[CH:3][CH:2]=1. The catalyst class is: 42. (2) Product: [CH2:10]([C:17]1[CH:18]=[C:19]([NH:22][C:6]2[C:5]([Cl:9])=[CH:4][N:3]=[C:2]([Cl:1])[N:7]=2)[NH:20][N:21]=1)[C:11]1[CH:12]=[CH:13][CH:14]=[CH:15][CH:16]=1. Reactant: [Cl:1][C:2]1[N:7]=[C:6](Cl)[C:5]([Cl:9])=[CH:4][N:3]=1.[CH2:10]([C:17]1[CH:18]=[C:19]([NH2:22])[NH:20][N:21]=1)[C:11]1[CH:16]=[CH:15][CH:14]=[CH:13][CH:12]=1.C(N(CC)CC)C. The catalyst class is: 14. (3) Reactant: [NH2:1][C:2]1[N:7]([CH2:8][C:9]2[CH:14]=[CH:13][CH:12]=[CH:11][CH:10]=2)[C:6](=[O:15])[NH:5][C:4](=[O:16])[C:3]=1[N:17]=O.S(S([O-])=O)([O-])=O.[Na+].[Na+]. Product: [NH2:17][C:3]1[C:4](=[O:16])[NH:5][C:6](=[O:15])[N:7]([CH2:8][C:9]2[CH:14]=[CH:13][CH:12]=[CH:11][CH:10]=2)[C:2]=1[NH2:1]. The catalyst class is: 328. (4) Reactant: [H-].[Na+].[OH:3][C:4]1[CH:29]=[CH:28][C:27]([O:30][CH3:31])=[CH:26][C:5]=1[CH2:6][N:7]([C:11]1[CH:16]=[C:15]([F:17])[CH:14]=[CH:13][C:12]=1[O:18][C:19]1[CH:24]=[CH:23][C:22]([Br:25])=[CH:21][CH:20]=1)[C:8](=[O:10])[CH3:9].[CH3:32]I. Product: [CH3:32][O:3][C:4]1[CH:29]=[CH:28][C:27]([O:30][CH3:31])=[CH:26][C:5]=1[CH2:6][N:7]([C:11]1[CH:16]=[C:15]([F:17])[CH:14]=[CH:13][C:12]=1[O:18][C:19]1[CH:24]=[CH:23][C:22]([Br:25])=[CH:21][CH:20]=1)[C:8](=[O:10])[CH3:9]. The catalyst class is: 9.